Dataset: Full USPTO retrosynthesis dataset with 1.9M reactions from patents (1976-2016). Task: Predict the reactants needed to synthesize the given product. (1) Given the product [N:47]1([C:45]([O:44][CH2:43][CH:41]2[C:42]3[CH:30]=[CH:31][CH:32]=[CH:33][C:34]=3[C:35]3[C:40]2=[CH:39][CH:38]=[CH:37][CH:36]=3)=[O:46])[CH2:52][CH2:51][CH2:50][CH2:49][C@H:48]1[C:53]([O:14][C@@H:13]([C:15]1[CH:20]=[CH:19][CH:18]=[C:17]([O:21][CH2:22][CH2:23][N:24]2[CH2:29][CH2:28][O:27][CH2:26][CH2:25]2)[CH:16]=1)[CH2:12][CH2:11][C:5]1[CH:6]=[CH:7][C:8]([O:9][CH3:10])=[C:3]([O:2][CH3:1])[CH:4]=1)=[O:54], predict the reactants needed to synthesize it. The reactants are: [CH3:1][O:2][C:3]1[CH:4]=[C:5]([CH2:11][CH2:12][CH:13]([C:15]2[CH:20]=[CH:19][CH:18]=[C:17]([O:21][CH2:22][CH2:23][N:24]3[CH2:29][CH2:28][O:27][CH2:26][CH2:25]3)[CH:16]=2)[OH:14])[CH:6]=[CH:7][C:8]=1[O:9][CH3:10].[CH:30]1[C:42]2[CH:41]([CH2:43][O:44][C:45]([N:47]3[CH2:52][CH2:51][CH2:50][CH2:49][C@H:48]3[C:53](O)=[O:54])=[O:46])[C:40]3[C:35](=[CH:36][CH:37]=[CH:38][CH:39]=3)[C:34]=2[CH:33]=[CH:32][CH:31]=1.C1CCC(N=C=NC2CCCCC2)CC1. (2) Given the product [C:17]([NH:25][C:26]1[CH:38]=[C:37]([NH:6][C:5]2[CH:7]=[CH:8][CH:9]=[CH:10][C:4]=2[N+:1]([O-:3])=[O:2])[CH:36]=[CH:35][C:27]=1[C:28]([O:30][C:31]([CH3:33])([CH3:34])[CH3:32])=[O:29])(=[O:24])[C:18]1[CH:19]=[CH:20][CH:21]=[CH:22][CH:23]=1, predict the reactants needed to synthesize it. The reactants are: [N+:1]([C:4]1[CH:10]=[CH:9][CH:8]=[CH:7][C:5]=1[NH2:6])([O-:3])=[O:2].C(=O)([O-])[O-].[Cs+].[Cs+].[C:17]([NH:25][C:26]1[CH:38]=[C:37](Br)[CH:36]=[CH:35][C:27]=1[C:28]([O:30][C:31]([CH3:34])([CH3:33])[CH3:32])=[O:29])(=[O:24])[C:18]1[CH:23]=[CH:22][CH:21]=[CH:20][CH:19]=1.C(O)(=O)CC(CC(O)=O)(C(O)=O)O.